Predict the product of the given reaction. From a dataset of Forward reaction prediction with 1.9M reactions from USPTO patents (1976-2016). (1) Given the reactants Br[C:2]1[CH:8]=[CH:7][C:5]([NH2:6])=[C:4]([N+:9]([O-])=O)[CH:3]=1.[C:12]([O:16][C:17]([N:19]1[C:27]2[C:22](=[CH:23][CH:24]=[CH:25][CH:26]=2)[CH:21]=[C:20]1B(O)O)=[O:18])([CH3:15])([CH3:14])[CH3:13].C(=O)(O)[O-].[Na+].CN(C=O)C, predict the reaction product. The product is: [C:12]([O:16][C:17]([N:19]1[C:27]2[C:22](=[CH:23][CH:24]=[CH:25][CH:26]=2)[CH:21]=[C:20]1[C:2]1[CH:8]=[CH:7][C:5]([NH2:6])=[C:4]([NH2:9])[CH:3]=1)=[O:18])([CH3:15])([CH3:13])[CH3:14]. (2) Given the reactants Cl.FC1C=C(C=CC=1)CN1C=C(C2C3C(=NC=C(C4C=CC(C5CCNCC5)=CC=4)C=3)N(S(C3C=CC(C)=CC=3)(=O)=O)C=2)C=N1.[CH3:46][O:47][C:48]1[CH:49]=[C:50]([CH:95]=[CH:96][CH:97]=1)[CH2:51][N:52]1[CH:56]=[C:55]([C:57]2[C:65]3[C:60](=[N:61][CH:62]=[C:63]([C:66]4[CH:71]=[CH:70][C:69]([CH:72]5[CH2:77][CH2:76][N:75]([C:78]([O:80][C:81]([CH3:84])([CH3:83])[CH3:82])=[O:79])[CH2:74][CH2:73]5)=[CH:68][CH:67]=4)[CH:64]=3)[N:59](S(C3C=CC(C)=CC=3)(=O)=O)[CH:58]=2)[CH:54]=[N:53]1.[OH-].[Li+], predict the reaction product. The product is: [CH3:46][O:47][C:48]1[CH:49]=[C:50]([CH:95]=[CH:96][CH:97]=1)[CH2:51][N:52]1[CH:56]=[C:55]([C:57]2[C:65]3[C:60](=[N:61][CH:62]=[C:63]([C:66]4[CH:67]=[CH:68][C:69]([CH:72]5[CH2:77][CH2:76][N:75]([C:78]([O:80][C:81]([CH3:84])([CH3:82])[CH3:83])=[O:79])[CH2:74][CH2:73]5)=[CH:70][CH:71]=4)[CH:64]=3)[NH:59][CH:58]=2)[CH:54]=[N:53]1.